Dataset: Forward reaction prediction with 1.9M reactions from USPTO patents (1976-2016). Task: Predict the product of the given reaction. (1) Given the reactants [C:1]([C:3]1[C:8](=[O:9])[NH:7][CH:6]2[S:10][CH:11]=[C:12]([C:13]3[CH:25]=[CH:24][C:16]([CH:17]=[N:18][O:19][CH2:20][C:21]([OH:23])=O)=[CH:15][CH:14]=3)[CH:5]2[C:4]=1[OH:26])#[N:2].[N:27]1[CH:32]=[CH:31][CH:30]=[CH:29][C:28]=1[CH2:33][NH2:34].C1(N=C=NC2CCCCC2)CCCCC1.O.ON1C2C=CC=CC=2N=N1.C(O)C(N)(CO)CO, predict the reaction product. The product is: [C:1]([C:3]1[C:8](=[O:9])[NH:7][C:6]2[S:10][CH:11]=[C:12]([C:13]3[CH:14]=[CH:15][C:16](/[CH:17]=[N:18]/[O:19][CH2:20][C:21]([NH:34][CH2:33][C:28]4[CH:29]=[CH:30][CH:31]=[CH:32][N:27]=4)=[O:23])=[CH:24][CH:25]=3)[C:5]=2[C:4]=1[OH:26])#[N:2]. (2) Given the reactants S(=O)(=O)(O)O.N([O-])=O.[Na+].[PH2](O)=O.[NH2:13][C:14]1[C:18]2[CH:19]=[C:20]3[C:25]4([C:33]5[C:28](=[CH:29][CH:30]=[CH:31][CH:32]=5)[N:27]([CH2:34][C@H:35]5[CH2:39][CH2:38][CH2:37][O:36]5)[C:26]4=[O:40])[CH2:24][O:23][C:21]3=[CH:22][C:17]=2[O:16]N=1, predict the reaction product. The product is: [OH:16][C:17]1[C:18]([C:14]#[N:13])=[CH:19][C:20]2[C:25]3([CH2:24][O:23][C:21]=2[CH:22]=1)[C:33]1[C:28](=[CH:29][CH:30]=[CH:31][CH:32]=1)[N:27]([CH2:34][C@H:35]1[CH2:39][CH2:38][CH2:37][O:36]1)[C:26]3=[O:40].